Dataset: Full USPTO retrosynthesis dataset with 1.9M reactions from patents (1976-2016). Task: Predict the reactants needed to synthesize the given product. (1) Given the product [Cl:24][C:19]1[CH:18]=[C:17]([CH:11]2[C:10]3[C:15](=[CH:16][C:7]([C:32]4[C:28]([CH3:27])=[N:29][O:30][C:31]=4[CH3:36])=[CH:8][CH:9]=3)[CH2:14][NH:13][CH2:12]2)[CH:22]=[CH:21][C:20]=1[Cl:23], predict the reactants needed to synthesize it. The reactants are: FC(F)(F)S(O[C:7]1[CH:16]=[C:15]2[C:10]([CH:11]([C:17]3[CH:22]=[CH:21][C:20]([Cl:23])=[C:19]([Cl:24])[CH:18]=3)[CH2:12][NH:13][CH2:14]2)=[CH:9][CH:8]=1)(=O)=O.[CH3:27][C:28]1[C:32](B(O)O)=[C:31]([CH3:36])[O:30][N:29]=1.C(=O)([O-])[O-].[Cs+].[Cs+]. (2) Given the product [CH2:59]([O:66][C:67](=[O:75])[CH2:68][C@@H:69]([NH:74][C:34](=[O:35])[CH2:33][CH2:32][CH2:31][CH2:30][CH2:29][CH2:28][CH2:27][O:26][CH2:25][C:24]1[CH:23]=[CH:22][C:21]([F:20])=[CH:37][CH:36]=1)[CH2:70][N:71]([CH3:72])[CH3:73])[C:60]1[CH:65]=[CH:64][CH:63]=[CH:62][CH:61]=1, predict the reactants needed to synthesize it. The reactants are: C(O)CCCCCCCO.FC1C=CC(CBr)=CC=1.[F:20][C:21]1[CH:37]=[CH:36][C:24]([CH2:25][O:26][CH2:27][CH2:28][CH2:29][CH2:30][CH2:31][CH2:32][CH2:33][CH2:34][OH:35])=[CH:23][CH:22]=1.FC1C=CC(COCCCCCCCC(O)=O)=CC=1.Cl.Cl.[CH2:59]([O:66][C:67](=[O:75])[CH2:68][C@@H:69]([NH2:74])[CH2:70][N:71]([CH3:73])[CH3:72])[C:60]1[CH:65]=[CH:64][CH:63]=[CH:62][CH:61]=1. (3) Given the product [F:21][C:18]([F:19])([F:20])[CH2:17][O:16][C:5]1[CH:6]=[CH:7][C:8]([O:10][CH2:11][C:12]([F:13])([F:14])[F:15])=[CH:9][C:4]=1[C:2](=[O:3])[CH:1]=[CH:30][C:22]1[CH:27]=[CH:26][C:25]([CH3:28])=[CH:24][CH:23]=1, predict the reactants needed to synthesize it. The reactants are: [CH3:1][C:2]([C:4]1[CH:9]=[C:8]([O:10][CH2:11][C:12]([F:15])([F:14])[F:13])[CH:7]=[CH:6][C:5]=1[O:16][CH2:17][C:18]([F:21])([F:20])[F:19])=[O:3].[C:22]1([CH3:30])[CH:27]=[CH:26][C:25]([CH:28]=O)=[CH:24][CH:23]=1.CO.[OH-].[Na+]. (4) Given the product [C:1]([C:3]1[CH:4]=[CH:5][C:6]([C:7]([N:9]([CH2:21][CH3:22])[C:10]2[C:11]([O:19][CH3:20])=[C:12]([CH:16]=[CH:17][CH:18]=2)[C:13]([OH:15])=[O:14])=[O:8])=[CH:23][CH:24]=1)#[N:2], predict the reactants needed to synthesize it. The reactants are: [C:1]([C:3]1[CH:24]=[CH:23][C:6]([C:7]([N:9]([CH2:21][CH3:22])[C:10]2[C:11]([O:19][CH3:20])=[C:12]([CH:16]=[CH:17][CH:18]=2)[C:13]([O-:15])=[O:14])=[O:8])=[CH:5][CH:4]=1)#[N:2].[OH-].[Na+]. (5) The reactants are: [C:1]1([CH2:7][CH2:8]/[CH:9]=[CH:10]/[C:11](OCC)=[O:12])[CH:6]=[CH:5][CH:4]=[CH:3][CH:2]=1.CC(C[AlH]CC(C)C)C.Cl. Given the product [C:1]1([CH2:7][CH2:8]/[CH:9]=[CH:10]/[CH:11]=[O:12])[CH:6]=[CH:5][CH:4]=[CH:3][CH:2]=1, predict the reactants needed to synthesize it. (6) Given the product [O:13]1[CH2:18][CH:17]=[C:16]([C:64]2[CH:65]=[C:60]([CH2:59][OH:58])[CH:61]=[CH:62][CH:63]=2)[CH2:15][CH2:14]1, predict the reactants needed to synthesize it. The reactants are: C([Li])CCC.C(NC(C)C)(C)C.[O:13]1[CH2:18][CH2:17][C:16](=O)[CH2:15][CH2:14]1.FC(F)(F)S(N(C1C=CC(Cl)=CN=1)S(C(F)(F)F)(=O)=O)(=O)=O.FC(F)(F)S(OC1CCOCC=1)(=O)=O.[F-].[K+].[OH:58][CH2:59][C:60]1[CH:61]=[C:62](B(O)O)[CH:63]=[CH:64][CH:65]=1. (7) Given the product [Cl:21][C:16]1[CH:15]=[C:14]([C@H:12]2[O:23][C:9](=[O:8])[N:10]([CH2:35][C:36]3[CH:41]=[C:40]([C:42]([F:43])([F:44])[F:45])[CH:39]=[CH:38][C:37]=3[C:46]3[CH:47]=[C:48]([C:54]4[CH:59]=[CH:58][C:57]([C:60]([OH:62])=[O:61])=[CH:56][C:55]=4[CH3:64])[CH:49]=[CH:50][C:51]=3[O:52][CH3:53])[C@H:11]2[CH3:22])[CH:19]=[CH:18][C:17]=1[F:20], predict the reactants needed to synthesize it. The reactants are: C([O:8][C:9](=[O:23])[NH:10][C@@H:11]([CH3:22])[C@@H:12]([C:14]1[CH:19]=[CH:18][C:17]([F:20])=[C:16]([Cl:21])[CH:15]=1)O)C1C=CC=CC=1.C[Si]([N-][Si](C)(C)C)(C)C.[Na+].Br[CH2:35][C:36]1[CH:41]=[C:40]([C:42]([F:45])([F:44])[F:43])[CH:39]=[CH:38][C:37]=1[C:46]1[CH:47]=[C:48]([C:54]2[CH:59]=[CH:58][C:57]([C:60]([O:62]C)=[O:61])=[CH:56][C:55]=2[CH3:64])[CH:49]=[CH:50][C:51]=1[O:52][CH3:53].[OH-].[Na+].Cl. (8) Given the product [CH2:1]([O:8][C:9]1[CH:14]=[CH:13][N:12]([CH2:15][C:16]([C:17]2[CH:27]=[CH:26][C:20]3[CH2:21][CH2:22][N:23]([CH3:32])[CH2:24][CH2:25][C:19]=3[CH:18]=2)=[O:28])[C:11](=[O:29])[CH:10]=1)[C:2]1[CH:7]=[CH:6][CH:5]=[CH:4][CH:3]=1, predict the reactants needed to synthesize it. The reactants are: [CH2:1]([O:8][C:9]1[CH:14]=[CH:13][N:12]([CH2:15][C:16](=[O:28])[C:17]2[CH:27]=[CH:26][C:20]3[CH2:21][CH2:22][NH:23][CH2:24][CH2:25][C:19]=3[CH:18]=2)[C:11](=[O:29])[CH:10]=1)[C:2]1[CH:7]=[CH:6][CH:5]=[CH:4][CH:3]=1.C=O.[C:32](O)(=O)C.C(O[BH-](OC(=O)C)OC(=O)C)(=O)C.[Na+]. (9) The reactants are: [Cl:1][C:2]1[C:3]([O:11][CH2:12][CH:13]2[CH2:15][CH2:14]2)=[CH:4][C:5]([C:8]([OH:10])=O)=[N:6][CH:7]=1.[NH2:16][C@H:17]([CH2:20][CH2:21][CH3:22])[CH2:18][OH:19]. Given the product [OH:19][CH2:18][C@H:17]([NH:16][C:8]([C:5]1[CH:4]=[C:3]([O:11][CH2:12][CH:13]2[CH2:15][CH2:14]2)[C:2]([Cl:1])=[CH:7][N:6]=1)=[O:10])[CH2:20][CH2:21][CH3:22], predict the reactants needed to synthesize it.